This data is from Forward reaction prediction with 1.9M reactions from USPTO patents (1976-2016). The task is: Predict the product of the given reaction. (1) Given the reactants [Cl:1][C:2]1[CH:25]=[CH:24][C:5]([CH2:6][N:7]2[C:15]3[C:10](=[CH:11][C:12]([CH:16]=[C:17]4[S:21][C:20](=[S:22])[NH:19][C:18]4=[O:23])=[CH:13][CH:14]=3)[CH:9]=[N:8]2)=[C:4]([C:26]([F:29])([F:28])[F:27])[CH:3]=1.I[CH2:31][CH3:32], predict the reaction product. The product is: [Cl:1][C:2]1[CH:25]=[CH:24][C:5]([CH2:6][N:7]2[C:15]3[C:10](=[CH:11][C:12]([CH:16]=[C:17]4[S:21][CH:20]([S:22][CH2:31][CH3:32])[NH:19][C:18]4=[O:23])=[CH:13][CH:14]=3)[CH:9]=[N:8]2)=[C:4]([C:26]([F:28])([F:27])[F:29])[CH:3]=1. (2) Given the reactants [H-].[Na+].COC1C=CC(C(C2C=CC(OC)=CC=2)[O:12][CH:13](C2C=CC=CC=2)[CH:14]2[O:18][CH:17]([N:19]3[CH:24]=[CH:23][C:22](=[O:25])[NH:21][C:20]3=[O:26])[CH:16]([O:27][Si:28]([C:31]([CH3:34])([CH3:33])[CH3:32])([CH3:30])[CH3:29])[CH:15]2[O:35][Si:36]([C:39]([CH3:42])([CH3:41])[CH3:40])([CH3:38])[CH3:37])=CC=1.[CH3:57][O:58][C:59]1[CH:66]=[CH:65][C:62]([CH2:63]Cl)=[CH:61][CH:60]=1.C1(S(O)(=O)=O)C=CC=CC=1, predict the reaction product. The product is: [Si:28]([O:27][C@@H:16]1[C@H:15]([O:35][Si:36]([C:39]([CH3:41])([CH3:42])[CH3:40])([CH3:37])[CH3:38])[C@@H:14]([CH2:13][OH:12])[O:18][C@H:17]1[N:19]1[CH:24]=[CH:23][C:22](=[O:25])[N:21]([CH2:63][C:62]2[CH:65]=[CH:66][C:59]([O:58][CH3:57])=[CH:60][CH:61]=2)[C:20]1=[O:26])([C:31]([CH3:33])([CH3:34])[CH3:32])([CH3:30])[CH3:29].